From a dataset of Full USPTO retrosynthesis dataset with 1.9M reactions from patents (1976-2016). Predict the reactants needed to synthesize the given product. (1) Given the product [CH2:9]1[C:10]2[C:5](=[CH:4][CH:3]=[CH:2][CH:1]=2)[CH2:6][CH2:7][CH2:8]1, predict the reactants needed to synthesize it. The reactants are: [CH2:1]1[C:10]2[C:5](=[CH:6][C:7](C(OC)=O)=[CH:8][CH:9]=2)[CH2:4][CH2:3][CH:2]1C(OC)=O.O.O.O.O.C([O-])(=O)C.[Mg+2].C([O-])(=O)C.O.C([O-])(=O)C.[Ca+2].C([O-])(=O)C.P(OCC)(OCC)(OCC)=O.O=[Sb]O[Sb]=O. (2) Given the product [CH3:1][S:2]([C:5]1[CH:6]=[CH:7][C:8]([CH2:9][NH:10][C:11]([C:13]2[C:14](=[O:39])[N:15]([C:29]3[CH:34]=[CH:33][CH:32]=[C:31]([C:35]([F:38])([F:37])[F:36])[CH:30]=3)[C:16]([CH3:28])=[C:17]([C:19]3[O:12][C:11]([CH:13]([CH3:14])[CH3:18])=[N:22][N:21]=3)[CH:18]=2)=[O:12])=[CH:40][CH:41]=1)(=[O:4])=[O:3], predict the reactants needed to synthesize it. The reactants are: [CH3:1][S:2]([C:5]1[CH:41]=[CH:40][C:8]([CH2:9][NH:10][C:11]([C:13]2[C:14](=[O:39])[N:15]([C:29]3[CH:34]=[CH:33][CH:32]=[C:31]([C:35]([F:38])([F:37])[F:36])[CH:30]=3)[C:16]([CH3:28])=[C:17]([C:19]([N:21](C(=O)C(C)C)[NH2:22])=O)[CH:18]=2)=[O:12])=[CH:7][CH:6]=1)(=[O:4])=[O:3].